This data is from NCI-60 drug combinations with 297,098 pairs across 59 cell lines. The task is: Regression. Given two drug SMILES strings and cell line genomic features, predict the synergy score measuring deviation from expected non-interaction effect. (1) Drug 1: C1CCC(C1)C(CC#N)N2C=C(C=N2)C3=C4C=CNC4=NC=N3. Drug 2: CCCCC(=O)OCC(=O)C1(CC(C2=C(C1)C(=C3C(=C2O)C(=O)C4=C(C3=O)C=CC=C4OC)O)OC5CC(C(C(O5)C)O)NC(=O)C(F)(F)F)O. Cell line: SNB-75. Synergy scores: CSS=-1.20, Synergy_ZIP=1.87, Synergy_Bliss=0.827, Synergy_Loewe=-2.06, Synergy_HSA=-2.80. (2) Drug 1: C1=CC(=CC=C1CC(C(=O)O)N)N(CCCl)CCCl.Cl. Drug 2: CC1=C(C(=O)C2=C(C1=O)N3CC4C(C3(C2COC(=O)N)OC)N4)N. Cell line: NCIH23. Synergy scores: CSS=45.4, Synergy_ZIP=-1.01, Synergy_Bliss=-0.995, Synergy_Loewe=-15.4, Synergy_HSA=1.16. (3) Drug 1: CC1OCC2C(O1)C(C(C(O2)OC3C4COC(=O)C4C(C5=CC6=C(C=C35)OCO6)C7=CC(=C(C(=C7)OC)O)OC)O)O. Drug 2: CN1C2=C(C=C(C=C2)N(CCCl)CCCl)N=C1CCCC(=O)O.Cl. Cell line: T-47D. Synergy scores: CSS=25.9, Synergy_ZIP=-8.25, Synergy_Bliss=-4.23, Synergy_Loewe=-20.1, Synergy_HSA=-2.40. (4) Drug 1: CC1=C2C(C(=O)C3(C(CC4C(C3C(C(C2(C)C)(CC1OC(=O)C(C(C5=CC=CC=C5)NC(=O)C6=CC=CC=C6)O)O)OC(=O)C7=CC=CC=C7)(CO4)OC(=O)C)O)C)OC(=O)C. Drug 2: C1C(C(OC1N2C=NC3=C2NC=NCC3O)CO)O. Cell line: A498. Synergy scores: CSS=35.5, Synergy_ZIP=3.62, Synergy_Bliss=8.80, Synergy_Loewe=-6.89, Synergy_HSA=8.71. (5) Drug 1: C1CCC(CC1)NC(=O)N(CCCl)N=O. Drug 2: CC=C1C(=O)NC(C(=O)OC2CC(=O)NC(C(=O)NC(CSSCCC=C2)C(=O)N1)C(C)C)C(C)C. Cell line: PC-3. Synergy scores: CSS=41.1, Synergy_ZIP=-1.21, Synergy_Bliss=1.61, Synergy_Loewe=-21.2, Synergy_HSA=2.42.